From a dataset of Reaction yield outcomes from USPTO patents with 853,638 reactions. Predict the reaction yield, written as a fraction of the theoretical maximum amount of product (1.0 means a 100% yield; for example, 0.34 means a 34% yield). (1) The reactants are [CH2:1]1[CH2:7][S:4](=[O:6])(=[O:5])[O:3][CH2:2]1.S(Cl)(Cl)=O.[F-:12].[K+].[CH2:14](O)[CH3:15]. The catalyst is C(Cl)(Cl)Cl.CN(C)C=O.O.CO. The product is [CH2:14]([O:3][CH2:2][CH2:1][CH2:7][S:4]([F:12])(=[O:6])=[O:5])[CH3:15]. The yield is 0.890. (2) The reactants are C([NH:4][C@:5]1([C:22](NC(C)(C)C)=[O:23])[C@@H:9]([CH2:10][CH2:11][CH2:12][B:13]2[O:17]C(C)(C)C(C)(C)[O:14]2)[CH2:8][NH:7][CH2:6]1)(=O)C.[C:29]([CH:34]1[CH2:39][CH2:38][C:37](=O)[CH2:36][CH2:35]1)([O:31]CC)=[O:30].S([O-])([O-])(=O)=[O:42].[Na+].[Na+].C(O)(=O)C.C(O[BH-](OC(=O)C)OC(=O)C)(=O)C.[Na+].C(=O)([O-])[O-].[Na+].[Na+]. The catalyst is ClCCCl. The product is [NH2:4][C@:5]1([C:22]([OH:23])=[O:42])[C@@H:9]([CH2:10][CH2:11][CH2:12][B:13]([OH:14])[OH:17])[CH2:8][N:7]([CH:37]2[CH2:38][CH2:39][CH:34]([C:29]([OH:31])=[O:30])[CH2:35][CH2:36]2)[CH2:6]1. The yield is 0.650. (3) The reactants are [Br:1][C:2]1[CH:16]=[CH:15][C:5]2[C:6]3[N:10]([CH2:11][CH2:12][O:13][C:4]=2[CH:3]=1)[CH:9]=[C:8](I)[N:7]=3.C([Sn](CCCC)(CCCC)[C:22]1[CH:27]=[CH:26][CH:25]=[CH:24][N:23]=1)CCC. The catalyst is CN(C=O)C.[Cu](I)I. The product is [Br:1][C:2]1[CH:16]=[CH:15][C:5]2[C:6]3[N:10]([CH2:11][CH2:12][O:13][C:4]=2[CH:3]=1)[CH:9]=[C:8]([C:22]1[CH:27]=[CH:26][CH:25]=[CH:24][N:23]=1)[N:7]=3. The yield is 0.730. (4) The reactants are [Br:1][C:2]1[CH:7]=[CH:6][C:5]([C:8](=[N:15]O)[CH2:9][CH2:10][C:11](OC)=[O:12])=[CH:4][CH:3]=1. The catalyst is C(O)(=O)C.[Zn]. The product is [Br:1][C:2]1[CH:7]=[CH:6][C:5]([CH:8]2[NH:15][C:11](=[O:12])[CH2:10][CH2:9]2)=[CH:4][CH:3]=1. The yield is 0.200. (5) The reactants are Br[C:2]1[C:3]([Cl:30])=[CH:4][C:5]([O:28][CH3:29])=[C:6]([N:8]2[C:17]3[C:12](=[CH:13][C:14]([S:18]([NH:21][C:22]4[CH:26]=[CH:25][O:24][N:23]=4)(=[O:20])=[O:19])=[CH:15][CH:16]=3)[CH:11]=[CH:10][C:9]2=[O:27])[CH:7]=1.[F:31][C:32]1[CH:33]=[C:34](B(O)O)[CH:35]=[CH:36][CH:37]=1.C(=O)([O-])[O-].[K+].[K+].[Cl-].[NH4+]. The catalyst is O1CCOCC1.O.C1C=CC([P]([Pd]([P](C2C=CC=CC=2)(C2C=CC=CC=2)C2C=CC=CC=2)([P](C2C=CC=CC=2)(C2C=CC=CC=2)C2C=CC=CC=2)[P](C2C=CC=CC=2)(C2C=CC=CC=2)C2C=CC=CC=2)(C2C=CC=CC=2)C2C=CC=CC=2)=CC=1. The product is [Cl:30][C:3]1[C:2]([C:36]2[CH:35]=[CH:34][CH:33]=[C:32]([F:31])[CH:37]=2)=[CH:7][C:6]([N:8]2[C:17]3[C:12](=[CH:13][C:14]([S:18]([NH:21][C:22]4[CH:26]=[CH:25][O:24][N:23]=4)(=[O:20])=[O:19])=[CH:15][CH:16]=3)[CH:11]=[CH:10][C:9]2=[O:27])=[C:5]([O:28][CH3:29])[CH:4]=1. The yield is 0.253. (6) The reactants are Br[C:2]1[C:3](=[O:18])[C:4]([CH3:17])([CH3:16])[O:5][C:6]=1[C:7]1[CH:12]=[CH:11][C:10]([N+:13]([O-:15])=[O:14])=[CH:9][CH:8]=1.CC1(C)C(C)(C)OB([C:27]2[CH:44]=[CH:43][C:30]([O:31][CH2:32][C:33]3[CH:42]=[CH:41][C:40]4[C:35](=[CH:36][CH:37]=[CH:38][CH:39]=4)[N:34]=3)=[CH:29][CH:28]=2)O1.C([O-])([O-])=O.[Cs+].[Cs+]. The catalyst is C1(C)C=CC=CC=1.O. The product is [CH3:16][C:4]1([CH3:17])[C:3](=[O:18])[C:2]([C:27]2[CH:28]=[CH:29][C:30]([O:31][CH2:32][C:33]3[CH:42]=[CH:41][C:40]4[C:35](=[CH:36][CH:37]=[CH:38][CH:39]=4)[N:34]=3)=[CH:43][CH:44]=2)=[C:6]([C:7]2[CH:12]=[CH:11][C:10]([N+:13]([O-:15])=[O:14])=[CH:9][CH:8]=2)[O:5]1. The yield is 0.540. (7) The product is [NH2:11][C:3]1[C:2]([CH3:1])=[CH:10][CH:9]=[CH:8][C:4]=1[C:5]([OH:7])=[O:6]. The yield is 0.980. The catalyst is [Pd].C1COCC1. The reactants are [CH3:1][C:2]1[C:3]([N+:11]([O-])=O)=[C:4]([CH:8]=[CH:9][CH:10]=1)[C:5]([OH:7])=[O:6].